This data is from Forward reaction prediction with 1.9M reactions from USPTO patents (1976-2016). The task is: Predict the product of the given reaction. (1) Given the reactants [NH2:1][C:2]1[C:3]([NH:9][CH:10]([CH2:17][C:18]([O:20][CH2:21][CH3:22])=[O:19])[CH2:11][C:12](OCC)=[O:13])=[N:4][C:5]([Cl:8])=[CH:6][CH:7]=1.FC(F)(F)C(O)=O, predict the reaction product. The product is: [Cl:8][C:5]1[CH:6]=[CH:7][C:2]2[NH:1][C:12](=[O:13])[CH2:11][CH:10]([CH2:17][C:18]([O:20][CH2:21][CH3:22])=[O:19])[NH:9][C:3]=2[N:4]=1. (2) Given the reactants [CH2:1]([O:8][C:9]1[C:14]([Br:15])=[CH:13][C:12]([CH:16]([C:18]2[CH:23]=[CH:22][C:21]([CH2:24][CH2:25][O:26][CH2:27][O:28][CH3:29])=[CH:20][CH:19]=2)O)=[C:11]([Cl:30])[CH:10]=1)[C:2]1[CH:7]=[CH:6][CH:5]=[CH:4][CH:3]=1.[SiH](CC)(CC)CC.B(F)(F)F.CCOCC.C(=O)(O)[O-].[Na+], predict the reaction product. The product is: [CH2:1]([O:8][C:9]1[CH:10]=[C:11]([Cl:30])[C:12]([CH2:16][C:18]2[CH:19]=[CH:20][C:21]([CH2:24][CH2:25][O:26][CH2:27][O:28][CH3:29])=[CH:22][CH:23]=2)=[CH:13][C:14]=1[Br:15])[C:2]1[CH:3]=[CH:4][CH:5]=[CH:6][CH:7]=1. (3) The product is: [CH2:1]([C:8]1[CH:15]=[CH:14][C:11]([CH:12]=[O:13])=[C:10]([O:16][S:25]([C:28]([F:31])([F:30])[F:29])(=[O:26])=[O:24])[CH:9]=1)[C:2]1[CH:3]=[CH:4][CH:5]=[CH:6][CH:7]=1. Given the reactants [CH2:1]([C:8]1[CH:15]=[CH:14][C:11]([CH:12]=[O:13])=[C:10]([OH:16])[CH:9]=1)[C:2]1[CH:7]=[CH:6][CH:5]=[CH:4][CH:3]=1.CCN(CC)CC.[O:24](S(C(F)(F)F)(=O)=O)[S:25]([C:28]([F:31])([F:30])[F:29])(=O)=[O:26], predict the reaction product. (4) Given the reactants C(N(CC)CC)C.[C:8](Cl)(=[O:13])[C:9]([CH3:12])([CH3:11])[CH3:10].[Cl:15][C:16]1[CH:21]=[CH:20][C:19]([F:22])=[CH:18][C:17]=1[C:23]1[CH2:27][NH:26][CH:25]([C:28]2[CH:33]=[CH:32][CH:31]=[CH:30][CH:29]=2)[CH:24]=1, predict the reaction product. The product is: [Cl:15][C:16]1[CH:21]=[CH:20][C:19]([F:22])=[CH:18][C:17]=1[C:23]1[CH2:27][N:26]([C:8](=[O:13])[C:9]([CH3:12])([CH3:11])[CH3:10])[CH:25]([C:28]2[CH:33]=[CH:32][CH:31]=[CH:30][CH:29]=2)[CH:24]=1. (5) Given the reactants [N:1]1([C:8]([CH:10]2[CH2:15][CH2:14][O:13][CH2:12][CH2:11]2)=[O:9])[CH2:7][CH2:6][CH2:5][NH:4][CH2:3][CH2:2]1.Cl[C:17]1[S:18][C:19]2[CH:25]=[CH:24][C:23]([Cl:26])=[CH:22][C:20]=2[N:21]=1.C(N(CC)C(C)C)(C)C, predict the reaction product. The product is: [Cl:26][C:23]1[CH:24]=[CH:25][C:19]2[S:18][C:17]([N:4]3[CH2:5][CH2:6][CH2:7][N:1]([C:8]([CH:10]4[CH2:15][CH2:14][O:13][CH2:12][CH2:11]4)=[O:9])[CH2:2][CH2:3]3)=[N:21][C:20]=2[CH:22]=1. (6) Given the reactants C[N:2]([CH2:4][CH2:5][CH2:6][C@@:7]1([C:18]2[CH:23]=[CH:22][C:21]([F:24])=[CH:20][CH:19]=2)[O:11][CH2:10][C:9]2[CH:12]=[C:13]([C:16]#[N:17])[CH:14]=[CH:15][C:8]1=2)C.C(O)(C(O)=O)=O.O=C(C(=O)O)O, predict the reaction product. The product is: [NH2:2][CH2:4][CH2:5][CH2:6][C:7]1([C:18]2[CH:19]=[CH:20][C:21]([F:24])=[CH:22][CH:23]=2)[C:8]2[C:9](=[CH:12][C:13]([C:16]#[N:17])=[CH:14][CH:15]=2)[CH2:10][O:11]1.